Dataset: Forward reaction prediction with 1.9M reactions from USPTO patents (1976-2016). Task: Predict the product of the given reaction. (1) Given the reactants [CH:1]([C:5]1[C:13]2[O:12][C:11]3[CH:14]=[CH:15][C:16]([C:18]#[N:19])=[CH:17][C:10]=3[C:9]=2[CH:8]=[CH:7][C:6]=1[O:20]C)([CH2:3][CH3:4])[CH3:2].B(Br)(Br)Br.O, predict the reaction product. The product is: [CH:1]([C:5]1[C:13]2[O:12][C:11]3[CH:14]=[CH:15][C:16]([C:18]#[N:19])=[CH:17][C:10]=3[C:9]=2[CH:8]=[CH:7][C:6]=1[OH:20])([CH2:3][CH3:4])[CH3:2]. (2) Given the reactants [CH3:1][O:2][C:3]1[C:11]2[C:6](=[CH:7][C:8]([C:12]([C:18]3[CH:19]=[N:20][CH:21]=[CH:22][CH:23]=3)=[CH:13][C:14]([NH:16][CH3:17])=[O:15])=[CH:9][CH:10]=2)[NH:5][N:4]=1.N1C2C(=CC=CC=2C(C2C=CC=CC=2)CC(NC)=O)C=C1, predict the reaction product. The product is: [CH3:1][O:2][C:3]1[C:11]2[C:6](=[CH:7][C:8]([CH:12]([C:18]3[CH:19]=[N:20][CH:21]=[CH:22][CH:23]=3)[CH2:13][C:14]([NH:16][CH3:17])=[O:15])=[CH:9][CH:10]=2)[NH:5][N:4]=1. (3) Given the reactants Br[C:2]1[C:3](=[O:21])[C:4]([C:18]([OH:20])=[O:19])=[CH:5][N:6]([CH2:9][C:10]2[CH:15]=[CH:14][C:13]([C:16]#[N:17])=[CH:12][CH:11]=2)[C:7]=1[CH3:8].[F:22][C:23]([F:34])([F:33])[C:24]1[CH:25]=[C:26](B(O)O)[CH:27]=[CH:28][CH:29]=1.C([O-])([O-])=O.[Cs+].[Cs+], predict the reaction product. The product is: [C:16]([C:13]1[CH:14]=[CH:15][C:10]([CH2:9][N:6]2[C:7]([CH3:8])=[C:2]([C:28]3[CH:27]=[CH:26][CH:25]=[C:24]([C:23]([F:34])([F:33])[F:22])[CH:29]=3)[C:3](=[O:21])[C:4]([C:18]([OH:20])=[O:19])=[CH:5]2)=[CH:11][CH:12]=1)#[N:17]. (4) Given the reactants C(OC([N:8]1[CH2:13][CH2:12][CH:11]([NH:14][C:15]2[S:16][C:17]3[C:22]([NH:23][C@@H:24]([CH2:29][OH:30])[CH2:25][CH:26]([CH3:28])[CH3:27])=[N:21][C:20]([S:31][CH2:32][C:33]4[CH:38]=[CH:37][CH:36]=[CH:35][CH:34]=4)=[N:19][C:18]=3[N:39]=2)[CH2:10][CH2:9]1)=O)(C)(C)C.FC(F)(F)C(O)=O.C(=O)([O-])[O-].[K+].[K+].[OH-].[Na+], predict the reaction product. The product is: [C:33]1([CH2:32][S:31][C:20]2[N:21]=[C:22]([NH:23][C@H:24]([CH2:25][CH:26]([CH3:28])[CH3:27])[CH2:29][OH:30])[C:17]3[S:16][C:15]([NH:14][CH:11]4[CH2:10][CH2:9][NH:8][CH2:13][CH2:12]4)=[N:39][C:18]=3[N:19]=2)[CH:34]=[CH:35][CH:36]=[CH:37][CH:38]=1. (5) Given the reactants [CH3:13][C:12]([O:11][C:9](O[C:9]([O:11][C:12]([CH3:15])([CH3:14])[CH3:13])=[O:10])=[O:10])([CH3:15])[CH3:14].[NH2:16][C:17]1[CH:18]=[C:19]([CH:22]=[CH:23][C:24]=1[CH3:25])[C:20]#[N:21], predict the reaction product. The product is: [C:20]([C:19]1[CH:22]=[CH:23][C:24]([CH3:25])=[C:17]([NH:16][C:9](=[O:10])[O:11][C:12]([CH3:13])([CH3:14])[CH3:15])[CH:18]=1)#[N:21]. (6) Given the reactants C([O:5][C:6](=[O:40])[CH2:7][O:8][C:9]1[CH:14]=[CH:13][C:12]([C@@H:15]2[C@@H:18]([S:19][CH2:20][C:21]([C:23]3[CH:31]=[CH:30][C:26]4[CH2:27][CH2:28][O:29][C:25]=4[CH:24]=3)=[O:22])[C:17](=[O:32])[N:16]2[C:33]2[CH:38]=[CH:37][C:36]([F:39])=[CH:35][CH:34]=2)=[CH:11][CH:10]=1)(C)(C)C, predict the reaction product. The product is: [O:29]1[C:25]2[CH:24]=[C:23]([C:21](=[O:22])[CH2:20][S:19][C@H:18]3[C:17](=[O:32])[N:16]([C:33]4[CH:34]=[CH:35][C:36]([F:39])=[CH:37][CH:38]=4)[C@@H:15]3[C:12]3[CH:13]=[CH:14][C:9]([O:8][CH2:7][C:6]([OH:40])=[O:5])=[CH:10][CH:11]=3)[CH:31]=[CH:30][C:26]=2[CH2:27][CH2:28]1.